This data is from Forward reaction prediction with 1.9M reactions from USPTO patents (1976-2016). The task is: Predict the product of the given reaction. (1) Given the reactants [OH-].[Na+].[Cl:3][C:4]1[CH:5]=[C:6]([CH2:23][C:24]([NH:26][C@@H:27]([C:32]2[CH:37]=[CH:36][CH:35]=[CH:34][CH:33]=2)[C:28]([O:30]C)=[O:29])=[O:25])[CH:7]=[C:8]([Cl:22])[C:9]=1[O:10][CH2:11][C:12]1[CH:17]=[C:16]([CH3:18])[CH:15]=[C:14]([NH:19][CH2:20][CH3:21])[CH:13]=1, predict the reaction product. The product is: [Cl:3][C:4]1[CH:5]=[C:6]([CH2:23][C:24]([NH:26][C@@H:27]([C:32]2[CH:33]=[CH:34][CH:35]=[CH:36][CH:37]=2)[C:28]([OH:30])=[O:29])=[O:25])[CH:7]=[C:8]([Cl:22])[C:9]=1[O:10][CH2:11][C:12]1[CH:17]=[C:16]([CH3:18])[CH:15]=[C:14]([NH:19][CH2:20][CH3:21])[CH:13]=1. (2) Given the reactants [C:1]1([S:7]([C:10]2[C:18]3[C:13](=[CH:14][CH:15]=[C:16]([CH2:19][CH2:20][OH:21])[CH:17]=3)[NH:12][CH:11]=2)(=[O:9])=[O:8])[CH:6]=[CH:5][CH:4]=[CH:3][CH:2]=1.[C:22]1(C)[C:23]([S:28](Cl)(=[O:30])=[O:29])=[CH:24][CH:25]=[CH:26][CH:27]=1.N1C=CC=C[CH:34]=1, predict the reaction product. The product is: [CH3:34][C:26]1[CH:27]=[CH:22][C:23]([S:28]([O:21][CH2:20][CH2:19][C:16]2[CH:17]=[C:18]3[C:13](=[CH:14][CH:15]=2)[NH:12][CH:11]=[C:10]3[S:7]([C:1]2[CH:2]=[CH:3][CH:4]=[CH:5][CH:6]=2)(=[O:8])=[O:9])(=[O:29])=[O:30])=[CH:24][CH:25]=1. (3) Given the reactants [NH2:1][CH2:2][CH2:3][NH:4][CH2:5][C@@H:6]1[C@H:9]([NH:10][C:11](=[O:38])/[C:12](=[N:26]\[O:27][C:28]([CH3:37])([CH3:36])[C:29]([O:31][C:32]([CH3:35])([CH3:34])[CH3:33])=[O:30])/[C:13]2[N:14]=[C:15]([NH:18][C:19]([O:21][C:22]([CH3:25])([CH3:24])[CH3:23])=[O:20])[S:16][CH:17]=2)[C:8](=[O:39])[NH:7]1.[C:40]([O:44][C:45](=[O:50])[NH:46][CH2:47][CH:48]=O)([CH3:43])([CH3:42])[CH3:41].C(O[BH-](OC(=O)C)OC(=O)C)(=O)C.[Na+], predict the reaction product. The product is: [C:22]([O:21][C:19]([NH:18][C:15]1[S:16][CH:17]=[C:13](/[C:12](=[N:26]/[O:27][C:28]([CH3:37])([CH3:36])[C:29]([O:31][C:32]([CH3:35])([CH3:34])[CH3:33])=[O:30])/[C:11]([NH:10][C@@H:9]2[C:8](=[O:39])[NH:7][C@@H:6]2[CH2:5][NH:4][CH2:3][CH2:2][NH:1][CH2:48][CH2:47][NH:46][C:45](=[O:50])[O:44][C:40]([CH3:43])([CH3:42])[CH3:41])=[O:38])[N:14]=1)=[O:20])([CH3:25])([CH3:24])[CH3:23].